This data is from Full USPTO retrosynthesis dataset with 1.9M reactions from patents (1976-2016). The task is: Predict the reactants needed to synthesize the given product. (1) The reactants are: [I:1][C:2]1[N:3]=[C:4]([CH3:8])[NH:5][C:6]=1[CH3:7].[Cl:9][C:10]1[CH:15]=[C:14](F)[CH:13]=[CH:12][N:11]=1. Given the product [Cl:9][C:10]1[CH:15]=[C:14]([N:5]2[C:6]([CH3:7])=[C:2]([I:1])[N:3]=[C:4]2[CH3:8])[CH:13]=[CH:12][N:11]=1, predict the reactants needed to synthesize it. (2) Given the product [CH3:67][O:66][C:63]1[N:64]=[CH:65][C:60]([N:9]2[CH2:8][CH2:7][C:6]3[N:1]=[CH:2][N:3]=[C:4]([O:11][C@H:12]4[CH2:16][CH2:15][N:14]([C:17](=[O:20])[CH2:18][CH3:19])[CH2:13]4)[C:5]=3[CH2:10]2)=[CH:61][C:62]=1[C:68]([F:71])([F:69])[F:70], predict the reactants needed to synthesize it. The reactants are: [N:1]1[C:6]2[CH2:7][CH2:8][NH:9][CH2:10][C:5]=2[C:4]([O:11][C@H:12]2[CH2:16][CH2:15][N:14]([C:17](=[O:20])[CH2:18][CH3:19])[CH2:13]2)=[N:3][CH:2]=1.CC(C1C=C(C(C)C)C(C2C=CC=CC=2P(C2CCCCC2)C2CCCCC2)=C(C(C)C)C=1)C.C(Cl)(Cl)Cl.Br[C:60]1[CH:61]=[C:62]([C:68]([F:71])([F:70])[F:69])[C:63]([O:66][CH3:67])=[N:64][CH:65]=1.C([O-])([O-])=O.[Cs+].[Cs+]. (3) Given the product [CH3:1][O:2][C:3](=[O:14])[CH:4]([Br:22])[C:5]1[CH:10]=[CH:9][C:8]([O:11][CH3:12])=[C:7]([F:13])[CH:6]=1, predict the reactants needed to synthesize it. The reactants are: [CH3:1][O:2][C:3](=[O:14])[CH2:4][C:5]1[CH:10]=[CH:9][C:8]([O:11][CH3:12])=[C:7]([F:13])[CH:6]=1.C1C(=O)N([Br:22])C(=O)C1.C(OOC(=O)C1C=CC=CC=1)(=O)C1C=CC=CC=1. (4) The reactants are: [NH2:1][C:2]1[CH:7]=[CH:6][CH:5]=[CH:4][C:3]=1[NH:8][C:9]([NH:11][C:12]1[CH:17]=[CH:16][CH:15]=[CH:14][CH:13]=1)=[O:10].C(N(CC)CC)C.[C:25]1([S:35](Cl)(=[O:37])=[O:36])[C:34]2[C:29](=[CH:30][CH:31]=[CH:32][CH:33]=2)[CH:28]=[CH:27][CH:26]=1. Given the product [C:12]1([NH:11][C:9](=[O:10])[NH:8][C:3]2[CH:4]=[CH:5][CH:6]=[CH:7][C:2]=2[NH:1][S:35]([C:25]2[C:34]3[C:29](=[CH:30][CH:31]=[CH:32][CH:33]=3)[CH:28]=[CH:27][CH:26]=2)(=[O:37])=[O:36])[CH:17]=[CH:16][CH:15]=[CH:14][CH:13]=1, predict the reactants needed to synthesize it. (5) Given the product [NH2:29][CH:26]1[CH2:27][CH2:28][N:23]([C:21](=[O:22])[CH2:20][N:3]2[CH2:4][CH2:5][CH2:6][C:7]([C:14]3[CH:19]=[CH:18][CH:17]=[CH:16][CH:15]=3)([C:8]3[CH:9]=[CH:10][CH:11]=[CH:12][CH:13]=3)[C:2]2=[O:1])[CH2:24][CH2:25]1, predict the reactants needed to synthesize it. The reactants are: [O:1]=[C:2]1[C:7]([C:14]2[CH:19]=[CH:18][CH:17]=[CH:16][CH:15]=2)([C:8]2[CH:13]=[CH:12][CH:11]=[CH:10][CH:9]=2)[CH2:6][CH2:5][CH2:4][N:3]1[CH2:20][C:21]([N:23]1[CH2:28][CH2:27][CH:26]([NH:29]C(=O)OC(C)(C)C)[CH2:25][CH2:24]1)=[O:22].FC(F)(F)C(O)=O. (6) Given the product [NH:1]1[C:9]2[C:4](=[CH:5][CH:6]=[CH:7][C:8]=2[CH:10]([C:16]2[CH:17]=[CH:18][CH:19]=[CH:20][CH:21]=2)[CH2:11][C:12]([NH:14][CH3:15])=[O:13])[CH:3]=[N:2]1, predict the reactants needed to synthesize it. The reactants are: [NH:1]1[C:9]2[C:4](=[CH:5][CH:6]=[CH:7][C:8]=2[C:10]([C:16]2[CH:21]=[CH:20][CH:19]=[CH:18][CH:17]=2)=[CH:11][C:12]([NH:14][CH3:15])=[O:13])[CH:3]=[N:2]1.N1C2C(=CC=CC=2C(C2C=CC=CC=2)CC(NC)=O)C=C1. (7) Given the product [CH:1]1([C:4]2[N:13]=[C:12]([N:59]3[CH2:58][CH2:57][N:56]([C:50]4[CH:51]=[CH:52][C:53]([Cl:55])=[CH:54][C:49]=4[Cl:48])[CH2:61][CH2:60]3)[C:11]3[C:6](=[CH:7][C:8]([O:31][CH3:32])=[C:9]([O:29][CH3:30])[CH:10]=3)[N:5]=2)[CH2:3][CH2:2]1, predict the reactants needed to synthesize it. The reactants are: [CH:1]1([C:4]2[N:13]=[C:12](N3CCN(C4C=CC(F)=CC=4OC)CC3)[C:11]3[C:6](=[CH:7][C:8]([O:31][CH3:32])=[C:9]([O:29][CH3:30])[CH:10]=3)[N:5]=2)[CH2:3][CH2:2]1.FC1C=CC(N2CCNCC2)=C(OC)C=1.[Cl:48][C:49]1[CH:54]=[C:53]([Cl:55])[CH:52]=[CH:51][C:50]=1[N:56]1[CH2:61][CH2:60][NH:59][CH2:58][CH2:57]1.